From a dataset of Full USPTO retrosynthesis dataset with 1.9M reactions from patents (1976-2016). Predict the reactants needed to synthesize the given product. Given the product [CH3:8][O:9][C:10]1[CH:11]=[C:7]([CH:15]=[CH:16][C:17]=1[N+:18]([O-:20])=[O:19])[CH2:6][N:3]([CH3:1])[CH3:4], predict the reactants needed to synthesize it. The reactants are: [CH2:1]([N:3]([CH2:6][CH3:7])[CH2:4]C)C.[CH3:8][O:9][C:10]1[CH:11]=C([CH:15]=[CH:16][C:17]=1[N+:18]([O-:20])=[O:19])CO.CS(Cl)(=O)=O.Cl.CNC.